Dataset: Catalyst prediction with 721,799 reactions and 888 catalyst types from USPTO. Task: Predict which catalyst facilitates the given reaction. (1) Reactant: [NH2:1][C:2]1[CH:27]=[CH:26][CH:25]=[CH:24][C:3]=1[O:4][CH2:5][CH:6]([OH:23])[CH2:7][N:8]1[CH2:13][CH2:12][CH:11]([O:14][C:15]2[CH:20]=[CH:19][C:18]([Cl:21])=[C:17]([Cl:22])[CH:16]=2)[CH2:10][CH2:9]1.[CH3:28][CH:29]1[CH2:35][C:34](=[O:36])[O:33][C:31](=[O:32])[CH2:30]1.[Li+].[OH-]. Product: [Cl:22][C:17]1[CH:16]=[C:15]([CH:20]=[CH:19][C:18]=1[Cl:21])[O:14][CH:11]1[CH2:10][CH2:9][N:8]([CH2:7][CH:6]([OH:23])[CH2:5][O:4][C:3]2[CH:24]=[CH:25][CH:26]=[CH:27][C:2]=2[NH:1][C:34]([CH2:35][CH:29]([CH3:28])[CH2:30][C:31]([OH:33])=[O:32])=[O:36])[CH2:13][CH2:12]1. The catalyst class is: 6. (2) Reactant: [F:1][CH:2]([F:29])[C:3]([N:5]1[C@H:9]([CH2:10][F:11])[C@@H:8]([C:12]2[CH:17]=[CH:16][C:15](B3OC(C)(C)C(C)(C)O3)=[CH:14][CH:13]=2)[O:7][C:6]1([CH3:28])[CH3:27])=[O:4].Br[C:31]1[CH:32]=[CH:33][C:34]([CH:37]([OH:39])[CH3:38])=[N:35][CH:36]=1.C([O-])([O-])=O.[Na+].[Na+]. Product: [F:29][CH:2]([F:1])[C:3]([N:5]1[C@H:9]([CH2:10][F:11])[C@@H:8]([C:12]2[CH:13]=[CH:14][C:15]([C:31]3[CH:36]=[N:35][C:34]([CH:37]([OH:39])[CH3:38])=[CH:33][CH:32]=3)=[CH:16][CH:17]=2)[O:7][C:6]1([CH3:28])[CH3:27])=[O:4]. The catalyst class is: 460. (3) Reactant: [CH2:1]([Se-:15]=[Se])[CH2:2][CH2:3][CH2:4][CH2:5][CH2:6][CH2:7][CH2:8][CH2:9][CH2:10][CH2:11][CH2:12][CH2:13][CH3:14].[Se].[BH4-].[BH4-].[BH4-].[BH4-].[Na+].[Na+].[Na+].[Na+].BrCCCCCCCCCCCC[CH2:39][CH3:40].[O:41]1CCCC1. Product: [CH2:3]([CH2:2][C:1]([OH:41])=[Se:15])[CH2:4][CH2:5][CH2:6][CH2:7][CH2:8][CH2:9][CH2:10][CH2:11][CH2:12][CH2:13][CH2:14][CH2:39][CH3:40]. The catalyst class is: 30. (4) Reactant: [OH-].[Na+].[NH2:3][C@H:4]1[CH2:9][CH2:8][C@H:7]([OH:10])[CH2:6][CH2:5]1.[C:11](O[C:11]([O:13][C:14]([CH3:17])([CH3:16])[CH3:15])=[O:12])([O:13][C:14]([CH3:17])([CH3:16])[CH3:15])=[O:12].O. Product: [OH:10][CH:7]1[CH2:8][CH2:9][CH:4]([NH:3][C:11](=[O:12])[O:13][C:14]([CH3:17])([CH3:16])[CH3:15])[CH2:5][CH2:6]1. The catalyst class is: 107. (5) Reactant: [NH:1]1[C:9]2[C:4](=[C:5]([C:10]3[CH:11]=[C:12]([NH2:25])[C:13]4[C:17]([CH:18]=3)=[N:16][N:15](C3CCCCO3)[CH:14]=4)[CH:6]=[CH:7][CH:8]=2)[CH:3]=[CH:2]1.CCN(C(C)C)C(C)C.[CH:35]1([C:38](Cl)=[O:39])[CH2:37][CH2:36]1.[OH-].[Na+]. The catalyst class is: 2. Product: [NH:1]1[C:9]2[C:4](=[C:5]([C:10]3[CH:18]=[C:17]4[C:13]([CH:14]=[N:15][NH:16]4)=[C:12]([NH:25][C:38]([CH:35]4[CH2:37][CH2:36]4)=[O:39])[CH:11]=3)[CH:6]=[CH:7][CH:8]=2)[CH:3]=[CH:2]1. (6) Reactant: [CH3:1][O:2][C:3](=[O:15])[C:4](Br)=[N:5][NH:6][C:7]1[CH:12]=[CH:11][C:10]([Cl:13])=[CH:9][CH:8]=1.[I:16][C:17]1[CH:22]=[CH:21][C:20]([N:23]2[CH2:28][CH2:27][CH:26]=[C:25]([N:29]3[CH2:34][CH2:33][O:32][CH2:31][CH2:30]3)[C:24]2=[O:35])=[CH:19][CH:18]=1.C(N(CC)CC)C.O. Product: [CH3:1][O:2][C:3]([C:4]1[CH:26]2[C:25]([N:29]3[CH2:30][CH2:31][O:32][CH2:33][CH2:34]3)([C:24](=[O:35])[N:23]([C:20]3[CH:21]=[CH:22][C:17]([I:16])=[CH:18][CH:19]=3)[CH2:28][CH2:27]2)[N:6]([C:7]2[CH:12]=[CH:11][C:10]([Cl:13])=[CH:9][CH:8]=2)[N:5]=1)=[O:15]. The catalyst class is: 260.